This data is from Forward reaction prediction with 1.9M reactions from USPTO patents (1976-2016). The task is: Predict the product of the given reaction. (1) Given the reactants [O-]CC.[Na+].Cl.Cl.[NH:7]([C:9]1[CH:10]=[N:11][CH:12]=[CH:13][CH:14]=1)[NH2:8].[C:15](OCC)(=[O:23])/[CH:16]=[CH:17]\[C:18]([O:20][CH2:21][CH3:22])=[O:19], predict the reaction product. The product is: [O:23]=[C:15]1[NH:8][N:7]([C:9]2[CH:10]=[N:11][CH:12]=[CH:13][CH:14]=2)[CH:17]([C:18]([O:20][CH2:21][CH3:22])=[O:19])[CH2:16]1. (2) The product is: [CH2:1]([O:8][C:9]1[CH:10]=[N:11][CH:12]=[C:13]([CH:17]=1)[C:14]([N:33]=[N+:34]=[N-:35])=[O:15])[C:2]1[CH:7]=[CH:6][CH:5]=[CH:4][CH:3]=1. Given the reactants [CH2:1]([O:8][C:9]1[CH:10]=[N:11][CH:12]=[C:13]([CH:17]=1)[C:14]([O-])=[O:15])[C:2]1[CH:7]=[CH:6][CH:5]=[CH:4][CH:3]=1.[Na+].C1(P([N:33]=[N+:34]=[N-:35])(C2C=CC=CC=2)=O)C=CC=CC=1.O, predict the reaction product.